Dataset: Full USPTO retrosynthesis dataset with 1.9M reactions from patents (1976-2016). Task: Predict the reactants needed to synthesize the given product. (1) Given the product [CH3:22][C:20]1[C:14]([CH3:13])=[C:15]([OH:16])[C:10]2[C:8](=[C:7]([F:12])[CH:6]=[C:5]([C:1]([CH3:4])([CH3:2])[CH3:3])[CH:11]=2)[N:9]=1, predict the reactants needed to synthesize it. The reactants are: [C:1]([C:5]1[CH:11]=[CH:10][C:8]([NH2:9])=[C:7]([F:12])[CH:6]=1)([CH3:4])([CH3:3])[CH3:2].[CH3:13][CH:14]([C:20]([CH3:22])=O)[C:15](OCC)=[O:16].B(F)(F)F.CCOCC. (2) Given the product [OH:33][CH:30]([CH2:29][OH:34])[CH2:31][N:24]1[CH2:23][CH2:22][C:21]2[CH:27]=[CH:28][C:18]([C:15]3[N:14]=[C:13]([C:10]4[CH:11]=[CH:12][C:5]([NH:4][CH:2]([CH3:1])[CH3:3])=[C:6]([CH:9]=4)[C:7]#[N:8])[O:17][N:16]=3)=[CH:19][C:20]=2[CH2:26][CH2:25]1, predict the reactants needed to synthesize it. The reactants are: [CH3:1][CH:2]([NH:4][C:5]1[CH:12]=[CH:11][C:10]([C:13]2[O:17][N:16]=[C:15]([C:18]3[CH:28]=[CH:27][C:21]4[CH2:22][CH2:23][NH:24][CH2:25][CH2:26][C:20]=4[CH:19]=3)[N:14]=2)=[CH:9][C:6]=1[C:7]#[N:8])[CH3:3].[CH2:29]([OH:34])[CH:30]([OH:33])[CH:31]=O.C(O)(=O)C.C(O[BH-](OC(=O)C)OC(=O)C)(=O)C.[Na+]. (3) Given the product [Cl:11][C:3]1[CH:4]=[CH:5][C:6]([C:8]([OH:10])=[O:9])=[N:7][C:2]=1[C:17]1[CH:16]=[CH:15][CH:14]=[C:13]([Cl:12])[CH:18]=1, predict the reactants needed to synthesize it. The reactants are: Br[C:2]1[N:7]=[C:6]([C:8]([OH:10])=[O:9])[CH:5]=[CH:4][C:3]=1[Cl:11].[Cl:12][C:13]1[CH:14]=[C:15](B(O)O)[CH:16]=[CH:17][CH:18]=1.C(=O)([O-])[O-].[Cs+].[Cs+]. (4) Given the product [Cl:8][C:9]([F:15])([F:14])[C:10]([C:5]1[CH:6]=[CH:7][C:2]([NH2:1])=[CH:3][CH:4]=1)([F:13])[F:12], predict the reactants needed to synthesize it. The reactants are: [NH2:1][C:2]1[CH:7]=[CH:6][CH:5]=[CH:4][CH:3]=1.[Cl:8][C:9]([F:15])([F:14])[C:10]([F:13])([F:12])I.C([O-])(O)=O.[Na+]. (5) Given the product [C:1]([O:5][C:6](=[O:27])[NH:7][C@H:8]([C:21]1[CH:26]=[CH:25][CH:24]=[CH:23][CH:22]=1)[CH2:9][N:10]([C:36]([O:38][CH2:39][CH:40]1[C:41]2[CH:42]=[CH:43][CH:44]=[CH:45][C:46]=2[C:47]2[C:52]1=[CH:51][CH:50]=[CH:49][CH:48]=2)=[O:35])[CH2:11][CH:12]1[CH2:13][CH2:14][N:15]([CH:18]([CH3:19])[CH3:20])[CH2:16][CH2:17]1)([CH3:3])([CH3:4])[CH3:2], predict the reactants needed to synthesize it. The reactants are: [C:1]([O:5][C:6](=[O:27])[NH:7][C@H:8]([C:21]1[CH:26]=[CH:25][CH:24]=[CH:23][CH:22]=1)[CH2:9][NH:10][CH2:11][CH:12]1[CH2:17][CH2:16][N:15]([CH:18]([CH3:20])[CH3:19])[CH2:14][CH2:13]1)([CH3:4])([CH3:3])[CH3:2].C1C(=O)N([O:35][C:36]([O:38][CH2:39][CH:40]2[C:52]3[C:47](=[CH:48][CH:49]=[CH:50][CH:51]=3)[C:46]3[C:41]2=[CH:42][CH:43]=[CH:44][CH:45]=3)=O)C(=O)C1. (6) Given the product [Br:1][C:2]1[CH:3]=[C:4]([O:11][CH3:12])[C:5]([O:10][CH2:24][O:23][CH2:22][CH2:21][Si:20]([CH3:27])([CH3:26])[CH3:19])=[C:6]([CH:9]=1)[CH:7]=[O:8], predict the reactants needed to synthesize it. The reactants are: [Br:1][C:2]1[CH:3]=[C:4]([O:11][CH3:12])[C:5]([OH:10])=[C:6]([CH:9]=1)[CH:7]=[O:8].C(=O)([O-])[O-].[K+].[K+].[CH3:19][Si:20]([CH3:27])([CH3:26])[CH2:21][CH2:22][O:23][CH2:24]Cl. (7) Given the product [F:25][C:16]1[CH:15]=[C:14]([CH:19]=[CH:18][C:17]=1[NH:20][S:21]([CH3:24])(=[O:23])=[O:22])[CH2:13][NH:12][C:10](=[O:11])[CH:9]=[CH:8][C:7]1[C:2]([O:30][CH3:32])=[N:3][C:4]([C:26]([F:29])([F:28])[F:27])=[CH:5][CH:6]=1, predict the reactants needed to synthesize it. The reactants are: Cl[C:2]1[C:7]([CH:8]=[CH:9][C:10]([NH:12][CH2:13][C:14]2[CH:19]=[CH:18][C:17]([NH:20][S:21]([CH3:24])(=[O:23])=[O:22])=[C:16]([F:25])[CH:15]=2)=[O:11])=[CH:6][CH:5]=[C:4]([C:26]([F:29])([F:28])[F:27])[N:3]=1.[O:30]([CH3:32])[Na]. (8) Given the product [OH:1][CH2:2][CH2:3][N:4]1[CH2:9][CH2:8][N:7]([C:18]([O:20][CH2:21][C:22]2[CH:27]=[CH:26][CH:25]=[CH:24][CH:23]=2)=[O:19])[CH2:6][CH2:5]1, predict the reactants needed to synthesize it. The reactants are: [OH:1][CH2:2][CH2:3][N:4]1[CH2:9][CH2:8][NH:7][CH2:6][CH2:5]1.C(N(CC)CC)C.Cl[C:18]([O:20][CH2:21][C:22]1[CH:27]=[CH:26][CH:25]=[CH:24][CH:23]=1)=[O:19].CO. (9) Given the product [CH2:1]([C:7]1[CH:11]=[C:10]([CH:12]=[O:13])[S:9][C:8]=1[C:14]1[S:15][C:16]([C:19]2[S:20][C:21]([C:24]3[S:25][C:26]([I:35])=[CH:27][C:28]=3[CH2:29][CH2:30][CH2:31][CH2:32][CH2:33][CH3:34])=[CH:22][CH:23]=2)=[CH:17][CH:18]=1)[CH2:2][CH2:3][CH2:4][CH2:5][CH3:6], predict the reactants needed to synthesize it. The reactants are: [CH2:1]([C:7]1[CH:11]=[C:10]([CH:12]=[O:13])[S:9][C:8]=1[C:14]1[S:15][C:16]([C:19]2[S:20][C:21]([C:24]3[S:25][CH:26]=[CH:27][C:28]=3[CH2:29][CH2:30][CH2:31][CH2:32][CH2:33][CH3:34])=[CH:22][CH:23]=2)=[CH:17][CH:18]=1)[CH2:2][CH2:3][CH2:4][CH2:5][CH3:6].[I:35]N1C(=O)CCC1=O.